From a dataset of Aqueous solubility values for 9,982 compounds from the AqSolDB database. Regression/Classification. Given a drug SMILES string, predict its absorption, distribution, metabolism, or excretion properties. Task type varies by dataset: regression for continuous measurements (e.g., permeability, clearance, half-life) or binary classification for categorical outcomes (e.g., BBB penetration, CYP inhibition). For this dataset (solubility_aqsoldb), we predict Y. (1) The compound is C=C(C)CN(CC)c1c([N+](=O)[O-])cc(C(F)(F)F)cc1[N+](=O)[O-]. The Y is -6.12 log mol/L. (2) The drug is CCCCC(CC)C(=O)O.CCCCCCCC(=O)O.CCCCCCCCC(=O)O.OCC(CO)(CO)CO. The Y is -8.77 log mol/L. (3) The drug is CCCCOP(=O)(CCCC)OCCCC. The Y is -2.70 log mol/L. (4) The Y is -4.14 log mol/L. The drug is S=[W]=S. (5) The compound is Cc1cnc(C2=NC(C)(C(C)C)C(=O)N2)c(C(=O)O)c1. The Y is -2.09 log mol/L.